Dataset: hERG Central: cardiac toxicity at 1µM, 10µM, and general inhibition. Task: Predict hERG channel inhibition at various concentrations. (1) The drug is CCN(CC)CCN(C(=O)C1=COCCO1)c1nc2ccc(C)cc2s1.Cl. Results: hERG_inhib (hERG inhibition (general)): blocker. (2) The molecule is C/C=C/c1ccc(OCCCCNCc2ccco2)c(OC)c1.O=C(O)C(=O)O. Results: hERG_inhib (hERG inhibition (general)): blocker. (3) Results: hERG_inhib (hERG inhibition (general)): blocker. The molecule is COc1ccc(CNC(=O)CN2CCC(C(=O)c3ccc(OC)cc3)CC2)cc1. (4) The compound is COc1ccc(N/C(C)=C/c2scc(-c3ccccc3)[n+]2-c2ccccc2)cc1.[Br-]. Results: hERG_inhib (hERG inhibition (general)): blocker. (5) The compound is Cc1ccc(C(C(=O)NC2CCCCC2)N(C(=O)c2csnn2)C2CC2)o1. Results: hERG_inhib (hERG inhibition (general)): blocker.